This data is from Full USPTO retrosynthesis dataset with 1.9M reactions from patents (1976-2016). The task is: Predict the reactants needed to synthesize the given product. (1) Given the product [CH2:1]([C:5]1[N:9]=[C:8]([CH2:10][CH2:11][CH2:12][CH3:13])[N:7]([CH2:14][C:15]2[CH:20]=[CH:19][C:18]([C:21]3[C:22]([C:27]([NH:31][NH2:32])=[O:29])=[CH:23][CH:24]=[CH:25][CH:26]=3)=[CH:17][CH:16]=2)[N:6]=1)[CH2:2][CH2:3][CH3:4], predict the reactants needed to synthesize it. The reactants are: [CH2:1]([C:5]1[N:9]=[C:8]([CH2:10][CH2:11][CH2:12][CH3:13])[N:7]([CH2:14][C:15]2[CH:20]=[CH:19][C:18]([C:21]3[C:22]([C:27]([O:29]C)=O)=[CH:23][CH:24]=[CH:25][CH:26]=3)=[CH:17][CH:16]=2)[N:6]=1)[CH2:2][CH2:3][CH3:4].[NH2:31][NH2:32]. (2) Given the product [CH3:59][CH2:58][CH2:57][CH2:56][CH2:55][CH2:54][O:53][C:51](/[N:33]=[C:31](\[NH2:32])/[C:28]1[CH:27]=[CH:26][C:25]([NH:24][CH2:23][C:21]2[N:20]([CH3:34])[C:19]3[CH:35]=[CH:36][C:16]([C:14]([N:13]([C:8]4[CH:9]=[CH:10][CH:11]=[CH:12][N:7]=4)[CH2:37][CH2:38][C:39]([O:41][CH2:42][CH3:43])=[O:40])=[O:15])=[CH:17][C:18]=3[N:22]=2)=[CH:30][CH:29]=1)=[O:52], predict the reactants needed to synthesize it. The reactants are: C(O)(=O)C(O)=O.[N:7]1[CH:12]=[CH:11][CH:10]=[CH:9][C:8]=1[N:13]([CH2:37][CH2:38][C:39]([O:41][CH2:42][CH3:43])=[O:40])[C:14]([C:16]1[CH:36]=[CH:35][C:19]2[N:20]([CH3:34])[C:21]([CH2:23][NH:24][C:25]3[CH:30]=[CH:29][C:28]([C:31](=[NH:33])[NH2:32])=[CH:27][CH:26]=3)=[N:22][C:18]=2[CH:17]=1)=[O:15].C(=O)([O-])[O-].[K+].[K+].Cl[C:51]([O:53][CH2:54][CH2:55][CH2:56][CH2:57][CH2:58][CH3:59])=[O:52]. (3) Given the product [OH:1][C@H:2]([C:35]1[CH:36]=[CH:37][CH:38]=[CH:39][CH:40]=1)[C@@H:3]1[NH:4][C@H:5]([CH2:8][C:9]2[CH:14]=[CH:13][C:12]([C:15]([N:17]3[CH2:18][CH2:19][C:20]4([C:24](=[O:25])[O:23][CH2:22][CH2:21]4)[CH2:26][CH2:27]3)=[O:16])=[CH:11][CH:10]=2)[CH2:6][CH2:7]1, predict the reactants needed to synthesize it. The reactants are: [OH:1][C@H:2]([C:35]1[CH:40]=[CH:39][CH:38]=[CH:37][CH:36]=1)[C@H:3]1[CH2:7][CH2:6][C@@H:5]([CH2:8][C:9]2[CH:14]=[CH:13][C:12]([C:15]([N:17]3[CH2:27][CH2:26][C:20]4([C:24](=[O:25])[O:23][CH2:22][CH2:21]4)[CH2:19][CH2:18]3)=[O:16])=[CH:11][CH:10]=2)[N:4]1C(OC(C)(C)C)=O.FC(F)(F)C(O)=O. (4) Given the product [C:1]1([C:25]2[CH:26]=[CH:27][CH:28]=[CH:29][CH:30]=2)[CH:6]=[CH:5][CH:4]=[C:3]([NH:7][C@H:8]([CH2:12][C:13]2[CH:18]=[C:17]([O:19][CH3:20])[C:16]([O:21][CH3:22])=[C:15]([O:23][CH3:24])[CH:14]=2)[C:9]([OH:11])=[O:10])[CH:2]=1, predict the reactants needed to synthesize it. The reactants are: [C:1]1([C:25]2[CH:30]=[CH:29][CH:28]=[CH:27][CH:26]=2)[CH:6]=[CH:5][CH:4]=[C:3]([NH:7][C@@H:8]([CH2:12][C:13]2[CH:18]=[C:17]([O:19][CH3:20])[C:16]([O:21][CH3:22])=[C:15]([O:23][CH3:24])[CH:14]=2)[C:9]([OH:11])=[O:10])[CH:2]=1.N[C@H](CC1C=C(OC)C(OC)=C(OC)C=1)C(O)=O. (5) The reactants are: [C:1]([O:5][C@@H:6]([C:11]1[C:40]([CH3:41])=[CH:39][C:38]2=[N:42][C:35]3=[CH:36][N:37]2[C:12]=1[N:13]1[CH2:47][CH2:46][C:16]([CH3:48])([O:17][CH2:18][CH:19]=[CH:20][CH2:21][C@H:22]([CH3:45])[O:23][C:24]2[C:25]([F:44])=[CH:26][CH:27]=[CH:28][C:29]=2[C:30]2[CH:43]=[C:34]3[CH:33]=[CH:32][CH:31]=2)[CH2:15][CH2:14]1)[C:7]([O:9]C)=[O:8])([CH3:4])([CH3:3])[CH3:2].C(O[C@@H](C1C(C)=CC2=NC3=C(Cl)N2C=1N1CCC(C)(OCCCC[C@H](C)OC2C=CC(C)=CC=2C2C=C3C=CC=2)CC1)C(O)=O)(C)(C)C. Given the product [C:1]([O:5][C@@H:6]([C:11]1[C:40]([CH3:41])=[CH:39][C:38]2=[N:42][C:35]3=[CH:36][N:37]2[C:12]=1[N:13]1[CH2:14][CH2:15][C:16]([CH3:48])([O:17][CH2:18][CH:19]=[CH:20][CH2:21][C@H:22]([CH3:45])[O:23][C:24]2[C:25]([F:44])=[CH:26][CH:27]=[CH:28][C:29]=2[C:30]2[CH:43]=[C:34]3[CH:33]=[CH:32][CH:31]=2)[CH2:46][CH2:47]1)[C:7]([OH:9])=[O:8])([CH3:4])([CH3:2])[CH3:3], predict the reactants needed to synthesize it. (6) Given the product [Br:16][C:14]1[CH:13]=[N:12][CH:11]=[C:10]([Br:9])[C:15]=1[CH:17]=[O:18], predict the reactants needed to synthesize it. The reactants are: C([N-]C(C)C)(C)C.[Li+].[Br:9][C:10]1[CH:11]=[N:12][CH:13]=[C:14]([Br:16])[CH:15]=1.[CH:17](OCC)=[O:18]. (7) Given the product [NH2:1][C:2]1[C:7]([C:8]2[N:17]([C:18]3[CH:23]=[CH:22][C:21]([C:24]4([NH:28][C:29](=[O:35])[O:30][C:31]([CH3:34])([CH3:33])[CH3:32])[CH2:27][CH2:26][CH2:25]4)=[CH:20][CH:19]=3)[C:11]3=[N:12][C:13]([C:44]4[CH:49]=[CH:48][CH:47]=[C:46]([NH:50][CH2:51][CH2:52][OH:53])[CH:45]=4)=[CH:14][CH:15]=[C:10]3[N:9]=2)=[CH:6][CH:5]=[CH:4][N:3]=1, predict the reactants needed to synthesize it. The reactants are: [NH2:1][C:2]1[C:7]([C:8]2[N:17]([C:18]3[CH:23]=[CH:22][C:21]([C:24]4([NH:28][C:29](=[O:35])[O:30][C:31]([CH3:34])([CH3:33])[CH3:32])[CH2:27][CH2:26][CH2:25]4)=[CH:20][CH:19]=3)[C:11]3=[N:12][C:13](Cl)=[CH:14][CH:15]=[C:10]3[N:9]=2)=[CH:6][CH:5]=[CH:4][N:3]=1.CC1(C)C(C)(C)OB([C:44]2[CH:45]=[C:46]([NH:50][CH2:51][CH2:52][OH:53])[CH:47]=[CH:48][CH:49]=2)O1.[OH-].[Na+]. (8) Given the product [CH3:1][O:2][CH2:3][CH2:4][C:5]1[N:6]([CH2:18][CH2:19][CH2:20][CH2:21][C:22]([OH:24])=[O:23])[C:7]2[C:16]3[CH:15]=[CH:14][CH:13]=[CH:12][C:11]=3[N:10]=[CH:9][C:8]=2[N:17]=1, predict the reactants needed to synthesize it. The reactants are: [CH3:1][O:2][CH2:3][CH2:4][C:5]1[N:6]([CH2:18][CH2:19][CH2:20][CH2:21][C:22]([O:24]CC)=[O:23])[C:7]2[C:16]3[CH:15]=[CH:14][CH:13]=[CH:12][C:11]=3[N:10]=[CH:9][C:8]=2[N:17]=1.[OH-].[Na+]. (9) Given the product [C:71]([C@@H:67]1[CH2:68][CH2:69][CH2:70][N:66]1[C:64](=[O:65])[CH2:63][NH:62][C:11]([C:4]1[C:5]2[C:10](=[CH:9][CH:8]=[CH:7][CH:6]=2)[N:1]=[CH:2][CH:3]=1)=[O:13])#[N:72], predict the reactants needed to synthesize it. The reactants are: [N:1]1[C:10]2[C:5](=[CH:6][CH:7]=[CH:8][CH:9]=2)[C:4]([C:11]([OH:13])=O)=[CH:3][CH:2]=1.C(N(C(C)C)C(C)C)C.C1C=CC2N(O)N=NC=2C=1.CN(C(ON1N=NC2C=CC=CC1=2)=[N+](C)C)C.[B-](F)(F)(F)F.FC(F)(F)C(O)=O.[NH2:62][CH2:63][C:64]([N:66]1[CH2:70][CH2:69][CH2:68][C@H:67]1[C:71]#[N:72])=[O:65].